This data is from Catalyst prediction with 721,799 reactions and 888 catalyst types from USPTO. The task is: Predict which catalyst facilitates the given reaction. (1) Reactant: C(OC([N:8]1[CH2:13][CH2:12][N:11]2[C:14]([C:17]#[N:18])=[CH:15][CH:16]=[C:10]2[CH:9]1[CH3:19])=O)(C)(C)C.Cl. Product: [CH3:19][CH:9]1[NH:8][CH2:13][CH2:12][N:11]2[C:14]([C:17]#[N:18])=[CH:15][CH:16]=[C:10]12. The catalyst class is: 5. (2) Reactant: CS(O[CH2:6][C@H:7]1[CH2:12][N:11]([CH2:13][C:14]2[CH:19]=[CH:18][CH:17]=[CH:16][CH:15]=2)[CH2:10][CH2:9][N:8]1[CH2:20][C:21]1[CH:26]=[CH:25][CH:24]=[CH:23][CH:22]=1)(=O)=O.[NH2:27][C:28]1[CH:33]=[CH:32][CH:31]=[CH:30][CH:29]=1. Product: [CH2:20]([N:8]1[CH2:9][CH2:10][N:11]([CH2:13][C:14]2[CH:19]=[CH:18][CH:17]=[CH:16][CH:15]=2)[CH2:12][C@@H:7]1[CH2:6][NH:27][C:28]1[CH:33]=[CH:32][CH:31]=[CH:30][CH:29]=1)[C:21]1[CH:26]=[CH:25][CH:24]=[CH:23][CH:22]=1. The catalyst class is: 5. (3) Reactant: C([O:3][CH:4](OCC)[C:5]1[N:6]=[C:7]([C:22]2[C:26]([NH:27][C:28](=[O:37])[C:29]3[C:34]([F:35])=[CH:33][CH:32]=[CH:31][C:30]=3[F:36])=[CH:25][N:24](C3CCCCO3)[N:23]=2)[NH:8][C:9]=1[C:10]1[CH:15]=[CH:14][C:13]([N:16]2[CH2:21][CH2:20][O:19][CH2:18][CH2:17]2)=[CH:12][CH:11]=1)C.C1(C)C=CC(S(O)(=O)=O)=CC=1. Product: [F:36][C:30]1[CH:31]=[CH:32][CH:33]=[C:34]([F:35])[C:29]=1[C:28]([NH:27][C:26]1[C:22]([C:7]2[NH:8][C:9]([C:10]3[CH:15]=[CH:14][C:13]([N:16]4[CH2:17][CH2:18][O:19][CH2:20][CH2:21]4)=[CH:12][CH:11]=3)=[C:5]([CH:4]=[O:3])[N:6]=2)=[N:23][NH:24][CH:25]=1)=[O:37]. The catalyst class is: 8. (4) Reactant: C([NH:5][S:6]([C:9]1[CH:41]=[CH:40][C:12]2[N:13]([C:18]3[CH:23]=[CH:22][C:21]([CH2:24][CH2:25][NH:26][C:27]([NH:29][S:30]([C:33]4[CH:38]=[CH:37][C:36]([CH3:39])=[CH:35][CH:34]=4)(=[O:32])=[O:31])=[O:28])=[CH:20][CH:19]=3)[C:14]([CH2:16][CH3:17])=[N:15][C:11]=2[CH:10]=1)(=[O:8])=[O:7])(C)(C)C. Product: [NH2:5][S:6]([C:9]1[CH:41]=[CH:40][C:12]2[N:13]([C:18]3[CH:23]=[CH:22][C:21]([CH2:24][CH2:25][NH:26][C:27]([NH:29][S:30]([C:33]4[CH:34]=[CH:35][C:36]([CH3:39])=[CH:37][CH:38]=4)(=[O:32])=[O:31])=[O:28])=[CH:20][CH:19]=3)[C:14]([CH2:16][CH3:17])=[N:15][C:11]=2[CH:10]=1)(=[O:7])=[O:8]. The catalyst class is: 55. (5) Product: [NH2:2][C:1](=[N:24][OH:25])[C:3]1[CH:8]=[CH:7][C:6]([C:9]2[CH:10]=[CH:11][CH:12]=[C:13]3[C:18]=2[CH:17]=[C:16]([C:19]([O:21][CH3:22])=[O:20])[CH:15]=[CH:14]3)=[CH:5][CH:4]=1. Reactant: [C:1]([C:3]1[CH:8]=[CH:7][C:6]([C:9]2[CH:10]=[CH:11][CH:12]=[C:13]3[C:18]=2[CH:17]=[C:16]([C:19]([O:21][CH3:22])=[O:20])[CH:15]=[CH:14]3)=[CH:5][CH:4]=1)#[N:2].Cl.[NH2:24][OH:25].C(N(C(C)C)CC)(C)C.CO. The catalyst class is: 90. (6) Reactant: [OH-].[Na+].[Cl:3][C:4]1[CH:5]=[C:6]([C:14]2[O:18][N:17]=[C:16]([C:19]3[C:20]([CH3:36])=[C:21]4[C:25](=[CH:26][CH:27]=3)[N:24]([CH2:28][CH2:29][CH2:30][C:31]([O:33]CC)=[O:32])[N:23]=[CH:22]4)[N:15]=2)[CH:7]=[N:8][C:9]=1[O:10][CH:11]([CH3:13])[CH3:12].Cl. Product: [Cl:3][C:4]1[CH:5]=[C:6]([C:14]2[O:18][N:17]=[C:16]([C:19]3[C:20]([CH3:36])=[C:21]4[C:25](=[CH:26][CH:27]=3)[N:24]([CH2:28][CH2:29][CH2:30][C:31]([OH:33])=[O:32])[N:23]=[CH:22]4)[N:15]=2)[CH:7]=[N:8][C:9]=1[O:10][CH:11]([CH3:12])[CH3:13]. The catalyst class is: 1. (7) Reactant: [C:1]([C:3]1[N:4]=[CH:5][C:6]([NH:20][C@H:21]([CH2:25][CH:26]([CH3:28])[CH3:27])[C:22]([NH2:24])=[O:23])=[N:7][C:8]=1[NH:9][C:10]1[CH:18]=[CH:17][CH:16]=[C:15]2[C:11]=1[CH:12]=[CH:13][N:14]2[CH3:19])#[N:2].[OH-].[Na+].OO.CC(O)=[O:35]. Product: [NH2:24][C:22](=[O:23])[C@H:21]([NH:20][C:6]1[N:7]=[C:8]([NH:9][C:10]2[CH:18]=[CH:17][CH:16]=[C:15]3[C:11]=2[CH:12]=[CH:13][N:14]3[CH3:19])[C:3]([C:1]([NH2:2])=[O:35])=[N:4][CH:5]=1)[CH2:25][CH:26]([CH3:28])[CH3:27]. The catalyst class is: 593.